Regression. Given two drug SMILES strings and cell line genomic features, predict the synergy score measuring deviation from expected non-interaction effect. From a dataset of NCI-60 drug combinations with 297,098 pairs across 59 cell lines. Drug 1: CC(CN1CC(=O)NC(=O)C1)N2CC(=O)NC(=O)C2. Drug 2: CC12CCC3C(C1CCC2OP(=O)(O)O)CCC4=C3C=CC(=C4)OC(=O)N(CCCl)CCCl.[Na+]. Cell line: CAKI-1. Synergy scores: CSS=32.4, Synergy_ZIP=1.72, Synergy_Bliss=1.09, Synergy_Loewe=1.34, Synergy_HSA=2.82.